Dataset: Full USPTO retrosynthesis dataset with 1.9M reactions from patents (1976-2016). Task: Predict the reactants needed to synthesize the given product. (1) Given the product [OH:8][CH2:7][CH:4]1[CH2:5][CH2:6][N:1]([C:16]([C:17]2[CH:22]=[CH:21][CH:20]=[CH:19][CH:18]=2)=[O:23])[CH2:2][CH2:3]1, predict the reactants needed to synthesize it. The reactants are: [NH:1]1[CH2:6][CH2:5][CH:4]([CH2:7][OH:8])[CH2:3][CH2:2]1.CCN(CC)CC.[C:16](Cl)(=[O:23])[C:17]1[CH:22]=[CH:21][CH:20]=[CH:19][CH:18]=1. (2) Given the product [C:1]([C:3]1[CH:4]=[C:5]([CH:20]=[CH:21][CH:22]=1)[CH2:6][N:7]1[CH2:12][CH2:11][N:10]([C:13]2[CH:18]=[CH:17][C:16]([NH:19][C:39]([C:33]3[C:32]([C:29]4[CH:30]=[CH:31][C:26]([CH:23]([CH3:25])[CH3:24])=[CH:27][CH:28]=4)=[CH:37][C:36]([CH3:38])=[CH:35][CH:34]=3)=[O:40])=[CH:15][CH:14]=2)[CH2:9][CH2:8]1)#[N:2], predict the reactants needed to synthesize it. The reactants are: [C:1]([C:3]1[CH:4]=[C:5]([CH:20]=[CH:21][CH:22]=1)[CH2:6][N:7]1[CH2:12][CH2:11][N:10]([C:13]2[CH:18]=[CH:17][C:16]([NH2:19])=[CH:15][CH:14]=2)[CH2:9][CH2:8]1)#[N:2].[CH:23]([C:26]1[CH:31]=[CH:30][C:29]([C:32]2[C:33]([C:39](O)=[O:40])=[CH:34][CH:35]=[C:36]([CH3:38])[CH:37]=2)=[CH:28][CH:27]=1)([CH3:25])[CH3:24].C1C=CC2N(O)N=NC=2C=1.CCN=C=NCCCN(C)C.Cl.